This data is from Reaction yield outcomes from USPTO patents with 853,638 reactions. The task is: Predict the reaction yield, written as a fraction of the theoretical maximum amount of product (1.0 means a 100% yield; for example, 0.34 means a 34% yield). (1) The reactants are [CH3:1][O:2][C:3](=[O:11])[CH2:4][C:5]1[CH:10]=[CH:9][CH:8]=[CH:7][N:6]=1.[N:12]([O-])=[O:13].[Na+].O. The yield is 0.970. The catalyst is CC(O)=O. The product is [CH3:1][O:2][C:3](=[O:11])[C:4](=[N:12][OH:13])[C:5]1[CH:10]=[CH:9][CH:8]=[CH:7][N:6]=1. (2) The reactants are [CH3:1][N:2]1[C:6]([C:7]2[CH:8]=[C:9]([C:14]([OH:16])=O)[S:10][C:11]=2[CH2:12][CH3:13])=[C:5]([CH3:17])[CH:4]=[N:3]1.[NH2:18][C@@H:19]([CH2:32][C:33]1[CH:38]=[CH:37][CH:36]=[CH:35][C:34]=1[C:39]([F:42])([F:41])[F:40])[CH2:20][N:21]1[C:29](=[O:30])[C:28]2[C:23](=[CH:24][CH:25]=[CH:26][CH:27]=2)[C:22]1=[O:31].C(N(C(C)C)CC)(C)C.F[P-](F)(F)(F)(F)F.Br[P+](N1CCCC1)(N1CCCC1)N1CCCC1. The catalyst is C(Cl)Cl. The product is [CH3:1][N:2]1[C:6]([C:7]2[CH:8]=[C:9]([C:14]([NH:18][C@@H:19]([CH2:32][C:33]3[CH:38]=[CH:37][CH:36]=[CH:35][C:34]=3[C:39]([F:42])([F:40])[F:41])[CH2:20][N:21]3[C:29](=[O:30])[C:28]4[C:23](=[CH:24][CH:25]=[CH:26][CH:27]=4)[C:22]3=[O:31])=[O:16])[S:10][C:11]=2[CH2:12][CH3:13])=[C:5]([CH3:17])[CH:4]=[N:3]1. The yield is 0.820. (3) The reactants are F[C:2]1[CH:7]=[CH:6][C:5]([N+:8]([O-:10])=[O:9])=[CH:4][CH:3]=1.[C:11]1([CH:17]2[CH2:22][CH2:21][NH:20][CH2:19][CH2:18]2)[CH:16]=[CH:15][CH:14]=[CH:13][CH:12]=1.C(=O)([O-])[O-].[K+].[K+].[Al]. The catalyst is O.CS(C)=O. The product is [N+:8]([C:5]1[CH:6]=[CH:7][C:2]([N:20]2[CH2:21][CH2:22][CH:17]([C:11]3[CH:16]=[CH:15][CH:14]=[CH:13][CH:12]=3)[CH2:18][CH2:19]2)=[CH:3][CH:4]=1)([O-:10])=[O:9]. The yield is 0.860. (4) The reactants are F[C:2]1[C:3]([C:8]2[N:13]=[C:12]([CH3:14])[N:11]=[C:10]([S:15][CH3:16])[N:9]=2)=[N:4][CH:5]=[CH:6][N:7]=1.[NH2:17][C:18]1[CH:19]=[CH:20][C:21]([O:24][CH3:25])=[N:22][CH:23]=1.C(N(CC)C(C)C)(C)C. The catalyst is O1CCOCC1.[Cu]I. The product is [CH3:25][O:24][C:21]1[N:22]=[CH:23][C:18]([NH:17][C:2]2[C:3]([C:8]3[N:13]=[C:12]([CH3:14])[N:11]=[C:10]([S:15][CH3:16])[N:9]=3)=[N:4][CH:5]=[CH:6][N:7]=2)=[CH:19][CH:20]=1. The yield is 0.760. (5) The reactants are [CH3:1][O:2][C:3]([CH3:12])([CH3:11])[CH2:4][CH2:5][O:6][CH2:7][C:8]([OH:10])=[O:9].[CH2:13](O)[CH3:14]. No catalyst specified. The product is [CH3:1][O:2][C:3]([CH3:12])([CH3:11])[CH2:4][CH2:5][O:6][CH2:7][C:8]([O:10][CH2:13][CH3:14])=[O:9]. The yield is 0.469. (6) The reactants are C(OC([N:8]1[C:16]2[C:11](=[CH:12][CH:13]=[C:14]([CH2:17][N:18]3[CH2:23][CH2:22][N:21]([CH3:24])[CH2:20][CH2:19]3)[CH:15]=2)[CH:10]=[C:9]1[C:25]1[CH:30]=[C:29]([C:31]2[CH:36]=[C:35]([CH3:37])[C:34]([OH:38])=[C:33]([CH3:39])[CH:32]=2)[N:28]=[N:27][C:26]=1[O:40]C)=O)(C)(C)C.[I-].[K+].Cl. The catalyst is C(#N)C. The product is [OH:38][C:34]1[C:33]([CH3:39])=[CH:32][C:31]([C:29]2[CH:30]=[C:25]([C:9]3[NH:8][C:16]4[C:11]([CH:10]=3)=[CH:12][CH:13]=[C:14]([CH2:17][N:18]3[CH2:23][CH2:22][N:21]([CH3:24])[CH2:20][CH2:19]3)[CH:15]=4)[C:26](=[O:40])[NH:27][N:28]=2)=[CH:36][C:35]=1[CH3:37]. The yield is 0.130. (7) The reactants are [C:1]([O:5][C:6]([N:8]1[C:16]2[CH:15]=[C:14]([CH:17]([OH:24])[C:18]3[CH:23]=[CH:22][CH:21]=[CH:20][CH:19]=3)[N:13]=[CH:12][C:11]=2[C:10]([CH3:26])([CH3:25])[CH2:9]1)=[O:7])([CH3:4])([CH3:3])[CH3:2].[H-].[Na+].[CH3:29]I.O. The catalyst is C1COCC1. The product is [C:1]([O:5][C:6]([N:8]1[C:16]2[CH:15]=[C:14]([CH:17]([O:24][CH3:29])[C:18]3[CH:19]=[CH:20][CH:21]=[CH:22][CH:23]=3)[N:13]=[CH:12][C:11]=2[C:10]([CH3:26])([CH3:25])[CH2:9]1)=[O:7])([CH3:4])([CH3:2])[CH3:3]. The yield is 0.700.